This data is from Reaction yield outcomes from USPTO patents with 853,638 reactions. The task is: Predict the reaction yield, written as a fraction of the theoretical maximum amount of product (1.0 means a 100% yield; for example, 0.34 means a 34% yield). (1) The reactants are [C:1]([O:4][C@H:5]1[C@H:10]([O:11][C:12](=[O:14])[CH3:13])[C@@H:9]([O:15][C:16](=[O:18])[CH3:17])[C@H:8]([C:19]2[CH:24]=[C:23]([CH2:25][C:26]3[CH:31]=[CH:30][C:29]([CH2:32][CH3:33])=[CH:28][CH:27]=3)[C:22]([CH3:34])=[C:21](Br)[CH:20]=2)[O:7][C@@H:6]1[CH2:36][O:37][C:38](=[O:40])[CH3:39])(=[O:3])[CH3:2].[CH3:41][O:42][C:43]1[CH:48]=[CH:47][C:46](B(O)O)=[CH:45][CH:44]=1.F[B-](F)(F)F.C1([PH+](C2CCCCC2)C2CCCCC2)CCCCC1.[O-]P([O-])([O-])=O.[K+].[K+].[K+]. The catalyst is C1(C)C=CC=CC=1.O.CC([O-])=O.CC([O-])=O.[Pd+2]. The product is [C:1]([O:4][C@H:5]1[C@H:10]([O:11][C:12](=[O:14])[CH3:13])[C@@H:9]([O:15][C:16](=[O:18])[CH3:17])[C@H:8]([C:19]2[CH:20]=[C:21]([C:46]3[CH:47]=[CH:48][C:43]([O:42][CH3:41])=[CH:44][CH:45]=3)[C:22]([CH3:34])=[C:23]([CH2:25][C:26]3[CH:31]=[CH:30][C:29]([CH2:32][CH3:33])=[CH:28][CH:27]=3)[CH:24]=2)[O:7][C@@H:6]1[CH2:36][O:37][C:38](=[O:40])[CH3:39])(=[O:3])[CH3:2]. The yield is 0.930. (2) The reactants are [N:1]([C:4]1[C:9]([Cl:10])=[CH:8][CH:7]=[CH:6][C:5]=1[Cl:11])=[N+:2]=[N-:3].C[Si](C)(C)[C:14]#[C:15][CH2:16][OH:17]. The catalyst is C1(C)C=CC=CC=1.C(Cl)Cl. The product is [Cl:11][C:5]1[CH:6]=[CH:7][CH:8]=[C:9]([Cl:10])[C:4]=1[N:1]1[C:15]([CH2:16][OH:17])=[CH:14][N:3]=[N:2]1. The yield is 0.440. (3) The reactants are C(O)(=O)C(C)(C)C.C(=O)([O-])[O-].[K+].[K+].Br[C:15]1[CH:33]=[CH:32][C:31]([Cl:34])=[CH:30][C:16]=1[CH2:17][O:18][C:19]1[CH:28]=[C:27]2[C:22]([CH2:23][CH2:24][CH2:25][C:26]2=[O:29])=[CH:21][CH:20]=1. The catalyst is CC(N(C)C)=O.C([O-])(=O)C(C)(C)C.[Pd+2].C([O-])(=O)C(C)(C)C.FC1C=CC(P(C2C=CC(F)=CC=2)C2C=CC(F)=CC=2)=CC=1. The product is [Cl:34][C:31]1[CH:32]=[CH:33][C:15]2[C:20]3[CH:21]=[C:22]4[CH2:23][CH2:24][CH2:25][C:26](=[O:29])[C:27]4=[CH:28][C:19]=3[O:18][CH2:17][C:16]=2[CH:30]=1. The yield is 0.670. (4) The reactants are [NH2:1][C:2]1[CH:29]=[CH:28][C:5]2[NH:6][C:7](=[C:9]([C:20]([C:22]3[CH:27]=[CH:26][CH:25]=[CH:24][CH:23]=3)=[O:21])[C:10]([C:12]3[CH:17]=[C:16]([F:18])[CH:15]=[C:14]([F:19])[CH:13]=3)=[O:11])[NH:8][C:4]=2[CH:3]=1.O[CH2:31]C1C2N=NNC=2C=CC=1. The catalyst is C(O)C. The product is [F:18][C:16]1[CH:17]=[C:12]([C:10](=[O:11])[C:9](=[C:7]2[NH:6][C:5]3[CH:28]=[CH:29][C:2]([NH:1][CH3:31])=[CH:3][C:4]=3[NH:8]2)[C:20]([C:22]2[CH:23]=[CH:24][CH:25]=[CH:26][CH:27]=2)=[O:21])[CH:13]=[C:14]([F:19])[CH:15]=1. The yield is 0.480. (5) The reactants are [Cl:1][C:2]1[CH:7]=[CH:6][C:5]([CH2:8][CH2:9][CH2:10][C:11]([OH:13])=O)=[CH:4][CH:3]=1.O.O[N:16]1C2C=CC=CC=2N=N1.Cl.C(N=C=NCCCN(C)C)C.N.CO. The catalyst is CN(C)C=O.O. The product is [Cl:1][C:2]1[CH:7]=[CH:6][C:5]([CH2:8][CH2:9][CH2:10][C:11]([NH2:16])=[O:13])=[CH:4][CH:3]=1. The yield is 0.610. (6) The reactants are [C:1]1([Mg]Br)[CH:6]=[CH:5][CH:4]=[CH:3][CH:2]=1.Cl[C:10]1[CH:15]=[CH:14][N:13]=[C:12]([S:16][CH3:17])[N:11]=1. The product is [CH3:17][S:16][C:12]1[N:13]=[C:14]([C:1]2[CH:6]=[CH:5][CH:4]=[CH:3][CH:2]=2)[CH:15]=[CH:10][N:11]=1. The catalyst is C1COCC1. The yield is 0.530.